This data is from Forward reaction prediction with 1.9M reactions from USPTO patents (1976-2016). The task is: Predict the product of the given reaction. (1) Given the reactants CN(C)[C:3]1[CH:34]=[CH:33][C:6]([CH2:7][NH:8][C:9]([C:11]2[S:32][C:14]3[N:15]([CH3:31])[C:16](=[O:30])[N:17]([CH2:20][C:21]4[CH:29]=[CH:28][C:24]([C:25]([OH:27])=[O:26])=[CH:23][CH:22]=4)[C:18](=[O:19])[C:13]=3[CH:12]=2)=[O:10])=[CH:5][CH:4]=1.[F:36]C(F)(F)C(O)=O, predict the reaction product. The product is: [F:36][C:3]1[CH:34]=[CH:33][C:6]([CH2:7][NH:8][C:9]([C:11]2[S:32][C:14]3[N:15]([CH3:31])[C:16](=[O:30])[N:17]([CH2:20][C:21]4[CH:29]=[CH:28][C:24]([C:25]([OH:27])=[O:26])=[CH:23][CH:22]=4)[C:18](=[O:19])[C:13]=3[CH:12]=2)=[O:10])=[CH:5][CH:4]=1. (2) Given the reactants Br[C:2]1[CH:7]=[CH:6][C:5]([C:8]#[N:9])=[CH:4][N:3]=1.[CH:10]1(B(O)O)[CH2:12][CH2:11]1.P([O-])([O-])([O-])=O.[K+].[K+].[K+].C1(P(C2CCCCC2)C2CCCCC2)CCCCC1, predict the reaction product. The product is: [CH:10]1([C:2]2[CH:7]=[CH:6][C:5]([C:8]#[N:9])=[CH:4][N:3]=2)[CH2:12][CH2:11]1. (3) Given the reactants [BH4-].[Na+].[CH3:3][O:4][C:5]1[C:10]([CH:11]=[O:12])=[C:9]([CH3:13])[CH:8]=[CH:7][N:6]=1.O, predict the reaction product. The product is: [CH3:3][O:4][C:5]1[C:10]([CH2:11][OH:12])=[C:9]([CH3:13])[CH:8]=[CH:7][N:6]=1. (4) Given the reactants [CH2:1]([N:8]1[CH2:20][C@H:19]2[C@H:11]([C:12](=[O:22])[C:13]3[C:18]2=[CH:17][CH:16]=[CH:15][C:14]=3Br)[CH2:10][CH2:9]1)[C:2]1[CH:7]=[CH:6][CH:5]=[CH:4][CH:3]=1.[Cl:23][C:24]1[CH:29]=[C:28]([Cl:30])[CH:27]=[CH:26][C:25]=1B(O)O.O.O.O.O.O.O.O.O.[OH-].[Ba+2].[OH-].C1(P(C2C=CC=CC=2)C2C=CC=CC=2)C=CC=CC=1, predict the reaction product. The product is: [CH2:1]([N:8]1[CH2:20][C@H:19]2[C@H:11]([C:12](=[O:22])[C:13]3[C:18]2=[CH:17][CH:16]=[CH:15][C:14]=3[C:27]2[CH:26]=[CH:25][C:24]([Cl:23])=[CH:29][C:28]=2[Cl:30])[CH2:10][CH2:9]1)[C:2]1[CH:7]=[CH:6][CH:5]=[CH:4][CH:3]=1. (5) Given the reactants [S:1]1([C:12]2[C:7](=[CH:8][CH:9]=[CH:10][CH:11]=2)[C:5](=[O:6])[NH:4]1)(=[O:3])=[O:2].[H-].[Na+].[O:15]([CH2:22][CH2:23][CH2:24]Br)[C:16]1[CH:21]=[CH:20][CH:19]=[CH:18][CH:17]=1, predict the reaction product. The product is: [O:15]([CH2:22][CH2:23][CH2:24][N:4]1[C:5](=[O:6])[C:7]2[C:12](=[CH:11][CH:10]=[CH:9][CH:8]=2)[S:1]1(=[O:2])=[O:3])[C:16]1[CH:21]=[CH:20][CH:19]=[CH:18][CH:17]=1.